Dataset: Full USPTO retrosynthesis dataset with 1.9M reactions from patents (1976-2016). Task: Predict the reactants needed to synthesize the given product. Given the product [Cl:17][CH:7]([C:1]1[CH:6]=[CH:5][CH:4]=[CH:3][CH:2]=1)[C:9]1[CH:10]=[N:11][CH:12]=[CH:13][CH:14]=1, predict the reactants needed to synthesize it. The reactants are: [C:1]1([CH:7]([C:9]2[CH:10]=[N:11][CH:12]=[CH:13][CH:14]=2)O)[CH:6]=[CH:5][CH:4]=[CH:3][CH:2]=1.S(Cl)([Cl:17])=O.[OH-].[Na+].